From a dataset of Forward reaction prediction with 1.9M reactions from USPTO patents (1976-2016). Predict the product of the given reaction. (1) Given the reactants [Br:1][C:2]1[CH:7]=[C:6]([F:8])[CH:5]=[CH:4][C:3]=1[C:9]([F:12])([F:11])[F:10].[N+:13]([O-])([OH:15])=[O:14].O, predict the reaction product. The product is: [Br:1][C:2]1[CH:7]=[C:6]([F:8])[C:5]([N+:13]([O-:15])=[O:14])=[CH:4][C:3]=1[C:9]([F:12])([F:10])[F:11]. (2) Given the reactants [C:1]([O:5][C:6](=[O:35])[NH:7][C:8](=[NH:34])[C:9]1[CH:14]=[CH:13][C:12]([CH2:15][NH:16][C:17]([C@H:19]2[N:23]3[C:24](=[O:33])[C:25]([NH:28][S:29]([CH3:32])(=[O:31])=[O:30])=[CH:26][N:27]=[C:22]3[CH2:21][CH2:20]2)=[O:18])=[CH:11][CH:10]=1)([CH3:4])([CH3:3])[CH3:2].C(OC(=O)NC(C1C=CC(CNC([C@H]2N3C(=O)C(N(CC)CC)=CN=C3CC2)=O)=CC=1)=N)(C)(C)C.[F:71][C:72]1[CH:77]=[CH:76]C(S(Cl)(=O)=O)=[CH:74][CH:73]=1, predict the reaction product. The product is: [C:1]([O:5][C:6](=[O:35])[NH:7][C:8]([C:9]1[CH:14]=[CH:13][C:12]([CH2:15][NH:16][C:17]([C@H:19]2[N:23]3[C:24](=[O:33])[C:25]([NH:28][S:29]([C:32]4[CH:76]=[CH:77][C:72]([F:71])=[CH:73][CH:74]=4)(=[O:31])=[O:30])=[CH:26][N:27]=[C:22]3[CH2:21][CH2:20]2)=[O:18])=[CH:11][CH:10]=1)=[NH:34])([CH3:4])([CH3:2])[CH3:3]. (3) Given the reactants [CH3:1][C:2]1[CH:22]=[CH:21][C:20]([N+:23]([O-])=O)=[CH:19][C:3]=1[C:4]([NH:6][C@@H:7]([C:9]1[C:18]2[C:13](=[CH:14][CH:15]=[CH:16][CH:17]=2)[CH:12]=[CH:11][CH:10]=1)[CH3:8])=[O:5], predict the reaction product. The product is: [NH2:23][C:20]1[CH:21]=[CH:22][C:2]([CH3:1])=[C:3]([CH:19]=1)[C:4]([NH:6][C@@H:7]([C:9]1[C:18]2[C:13](=[CH:14][CH:15]=[CH:16][CH:17]=2)[CH:12]=[CH:11][CH:10]=1)[CH3:8])=[O:5]. (4) Given the reactants Cl.[Cl:2][C:3]1[CH:4]=[C:5]([C:13]2[S:14][C:15]([C:18]3[CH:28]=[CH:27][C:21]4[CH2:22][CH2:23][NH:24][CH2:25][CH2:26][C:20]=4[CH:19]=3)=[CH:16][N:17]=2)[CH:6]=[CH:7][C:8]=1[O:9][CH:10]([CH3:12])[CH3:11].Br[CH2:30][CH2:31][CH2:32][C:33]([O:35][CH2:36][CH3:37])=[O:34].C([O-])([O-])=O.[K+].[K+], predict the reaction product. The product is: [Cl:2][C:3]1[CH:4]=[C:5]([C:13]2[S:14][C:15]([C:18]3[CH:28]=[CH:27][C:21]4[CH2:22][CH2:23][N:24]([CH2:30][CH2:31][CH2:32][C:33]([O:35][CH2:36][CH3:37])=[O:34])[CH2:25][CH2:26][C:20]=4[CH:19]=3)=[CH:16][N:17]=2)[CH:6]=[CH:7][C:8]=1[O:9][CH:10]([CH3:12])[CH3:11].